From a dataset of Catalyst prediction with 721,799 reactions and 888 catalyst types from USPTO. Predict which catalyst facilitates the given reaction. (1) Reactant: [NH2:1][C:2]1[CH:9]=[C:8]([NH2:10])[CH:7]=[CH:6][C:3]=1[CH:4]=O.[C:11]([O:16][CH3:17])(=[O:15])[C:12]([CH3:14])=O.N1CCCCC1. Product: [CH3:17][O:16][C:11]([C:12]1[CH:14]=[CH:4][C:3]2[C:2](=[CH:9][C:8]([NH2:10])=[CH:7][CH:6]=2)[N:1]=1)=[O:15]. The catalyst class is: 5. (2) Reactant: [CH:1]1[C:10]2[C:5](=[CH:6][CH:7]=[CH:8][CH:9]=2)[CH:4]=[CH:3][C:2]=1[C:11]([NH:13][C:14]1[CH:35]=[CH:34][C:17]([CH2:18][N:19]2[C:27]3[C:22](=[CH:23][CH:24]=[CH:25][CH:26]=3)[C:21]([CH2:28][C:29]([O:31]CC)=[O:30])=[N:20]2)=[CH:16][CH:15]=1)=[O:12].O.[OH-].[Li+].O.Cl. Product: [CH:1]1[C:10]2[C:5](=[CH:6][CH:7]=[CH:8][CH:9]=2)[CH:4]=[CH:3][C:2]=1[C:11]([NH:13][C:14]1[CH:15]=[CH:16][C:17]([CH2:18][N:19]2[C:27]3[C:22](=[CH:23][CH:24]=[CH:25][CH:26]=3)[C:21]([CH2:28][C:29]([OH:31])=[O:30])=[N:20]2)=[CH:34][CH:35]=1)=[O:12]. The catalyst class is: 7. (3) Product: [CH3:10][C:9]1([C:12]2[N:13]=[N:14][N:15]([CH:17]3[CH2:18][CH2:19][N:20]([C:23]4[CH:28]=[CH:27][C:26]([N:29]5[CH2:33][C@H:32]([CH2:34][NH:35][C:36](=[O:38])[CH3:37])[O:31][C:30]5=[O:39])=[CH:25][C:24]=4[F:40])[CH2:21][CH2:22]3)[CH:16]=2)[CH2:4][O:11]1. The catalyst class is: 16. Reactant: [H-].[Na+].[I-].[CH3:4][S+](C)(C)=O.[C:9]([C:12]1[N:13]=[N:14][N:15]([CH:17]2[CH2:22][CH2:21][N:20]([C:23]3[CH:28]=[CH:27][C:26]([N:29]4[CH2:33][C@H:32]([CH2:34][NH:35][C:36](=[O:38])[CH3:37])[O:31][C:30]4=[O:39])=[CH:25][C:24]=3[F:40])[CH2:19][CH2:18]2)[CH:16]=1)(=[O:11])[CH3:10]. (4) Reactant: CN(C(ON1N=NC2C=CC=NC1=2)=[N+](C)C)C.F[P-](F)(F)(F)(F)F.[F:25][C:26]1[CH:31]=[CH:30][C:29]([C:32]2[O:57][C:35]3=[N:36][C:37]([NH:51][CH2:52][C:53]([F:56])([F:55])[F:54])=[C:38]([C:40]4[CH:41]=[CH:42][C:43]([O:49][CH3:50])=[C:44]([CH:48]=4)[C:45]([OH:47])=O)[CH:39]=[C:34]3[C:33]=2[C:58](=[O:61])[NH:59][CH3:60])=[CH:28][CH:27]=1.C(N(C(C)C)C(C)C)C.Cl.[O:72]1[CH:76]=[N:75][C:74]([C:77]([NH2:80])([CH3:79])[CH3:78])=[N:73]1. Product: [O:72]1[CH:76]=[N:75][C:74]([C:77]([NH:80][C:45]([C:44]2[CH:48]=[C:40]([C:38]3[CH:39]=[C:34]4[C:33]([C:58]([NH:59][CH3:60])=[O:61])=[C:32]([C:29]5[CH:28]=[CH:27][C:26]([F:25])=[CH:31][CH:30]=5)[O:57][C:35]4=[N:36][C:37]=3[NH:51][CH2:52][C:53]([F:55])([F:54])[F:56])[CH:41]=[CH:42][C:43]=2[O:49][CH3:50])=[O:47])([CH3:79])[CH3:78])=[N:73]1. The catalyst class is: 3.